Dataset: Full USPTO retrosynthesis dataset with 1.9M reactions from patents (1976-2016). Task: Predict the reactants needed to synthesize the given product. (1) Given the product [CH3:15][N:14]([CH3:16])[C:6]1[N:5]2[N:17]=[C:18]([CH3:20])[N:19]=[C:4]2[N:3]=[C:2]([C:26]2[CH:27]=[CH:28][C:23]([CH:21]=[O:22])=[CH:24][CH:25]=2)[C:7]=1[C:8]1[CH:13]=[CH:12][CH:11]=[CH:10][CH:9]=1, predict the reactants needed to synthesize it. The reactants are: Cl[C:2]1[C:7]([C:8]2[CH:13]=[CH:12][CH:11]=[CH:10][CH:9]=2)=[C:6]([N:14]([CH3:16])[CH3:15])[N:5]2[N:17]=[C:18]([CH3:20])[N:19]=[C:4]2[N:3]=1.[CH:21]([C:23]1[CH:28]=[CH:27][C:26](B(O)O)=[CH:25][CH:24]=1)=[O:22].C(=O)([O-])[O-].[Na+].[Na+]. (2) Given the product [CH:6]([C:5]1[CH:8]=[CH:9][C:2]([C:10]2[CH:15]=[CH:14][CH:13]=[CH:12][CH:11]=2)=[CH:3][CH:4]=1)=[O:7], predict the reactants needed to synthesize it. The reactants are: Cl[C:2]1[CH:9]=[CH:8][C:5]([CH:6]=[O:7])=[CH:4][CH:3]=1.[C:10]1(B(O)O)[CH:15]=[CH:14][CH:13]=[CH:12][CH:11]=1.[F-].[K+]. (3) Given the product [CH3:10][C:7]1([CH3:11])[CH2:8][CH2:9][CH:4]([C:3](=[O:2])[CH3:12])[CH2:5][CH2:6]1, predict the reactants needed to synthesize it. The reactants are: C[O:2][CH:3]=[C:4]1[CH2:9][CH2:8][C:7]([CH3:11])([CH3:10])[CH2:6][CH2:5]1.[C:12](O)(C(F)(F)F)=O.CC1(C)CC(C)(C)CC(C=O)C1.C[Mg+].[Br-].C1C=C[NH+]=CC=1.[O-][Cr](Cl)(=O)=O. (4) Given the product [OH:17][C:8]1[CH:9]=[CH:10][C:11]([Br:16])=[C:12]2[C:7]=1[N:6]=[C:5]([C:3]([OH:4])=[O:2])[CH:14]=[CH:13]2, predict the reactants needed to synthesize it. The reactants are: C[O:2][C:3]([C:5]1[CH:14]=[C:13](O)[C:12]2[C:7](=[C:8]([O:17]CC3C=CC=CC=3)[CH:9]=[CH:10][C:11]=2[Br:16])[N:6]=1)=[O:4].C(OC(C1C=CC2C(=C(OCC3C=CC=CC=3)C=CC=2Br)N=1)=O)C1C=CC=CC=1. (5) Given the product [F:31][C:9]([F:30])([F:8])[C:10]1[CH:15]=[CH:14][C:13]([C:16]2[O:20][N:19]=[C:18]([CH:21]3[CH2:24][C:23]4([CH2:25][CH2:26][N:27]([C:41]([O:42][C:43]5[CH:44]=[CH:45][C:46]([N+:49]([O-:51])=[O:50])=[CH:47][CH:48]=5)=[O:52])[CH2:28][CH2:29]4)[CH2:22]3)[N:17]=2)=[CH:12][CH:11]=1, predict the reactants needed to synthesize it. The reactants are: FC(F)(F)C(O)=O.[F:8][C:9]([F:31])([F:30])[C:10]1[CH:15]=[CH:14][C:13]([C:16]2[O:20][N:19]=[C:18]([CH:21]3[CH2:24][C:23]4([CH2:29][CH2:28][NH:27][CH2:26][CH2:25]4)[CH2:22]3)[N:17]=2)=[CH:12][CH:11]=1.CCN(C(C)C)C(C)C.[C:41](Cl)(=[O:52])[O:42][C:43]1[CH:48]=[CH:47][C:46]([N+:49]([O-:51])=[O:50])=[CH:45][CH:44]=1. (6) Given the product [C:20]1([S:26]([NH:6][C:5]2[CH:7]=[CH:8][C:9]([Cl:11])=[CH:10][C:4]=2[C:3]([O:2][CH3:1])=[O:12])(=[O:28])=[O:27])[CH:25]=[CH:24][CH:23]=[CH:22][CH:21]=1, predict the reactants needed to synthesize it. The reactants are: [CH3:1][O:2][C:3](=[O:12])[C:4]1[C:5](=[CH:7][CH:8]=[C:9]([Cl:11])[CH:10]=1)[NH2:6].N1C=CC=CC=1.Cl.[C:20]1([S:26](Cl)(=[O:28])=[O:27])[CH:25]=[CH:24][CH:23]=[CH:22][CH:21]=1.